From a dataset of Forward reaction prediction with 1.9M reactions from USPTO patents (1976-2016). Predict the product of the given reaction. Given the reactants [CH2:1]([C:3]1[O:4][C:5]2[CH:11]=[C:10]([C:12]([O:14][CH2:15][CH3:16])=[O:13])[CH:9]=[C:8]([OH:17])[C:6]=2[CH:7]=1)[CH3:2].[CH3:18][S:19]([C:22]1[CH:27]=[CH:26][C:25](F)=[CH:24][CH:23]=1)(=[O:21])=[O:20].C([O-])([O-])=O.[Cs+].[Cs+].O, predict the reaction product. The product is: [CH2:1]([C:3]1[O:4][C:5]2[CH:11]=[C:10]([C:12]([O:14][CH2:15][CH3:16])=[O:13])[CH:9]=[C:8]([O:17][C:25]3[CH:26]=[CH:27][C:22]([S:19]([CH3:18])(=[O:21])=[O:20])=[CH:23][CH:24]=3)[C:6]=2[CH:7]=1)[CH3:2].